This data is from Catalyst prediction with 721,799 reactions and 888 catalyst types from USPTO. The task is: Predict which catalyst facilitates the given reaction. (1) Reactant: [CH2:1]([CH:3]([C:6]1[C:7]2[N:8]([C:13]([C:17]3[N:18]([CH3:22])[CH:19]=[CH:20][CH:21]=3)=[C:14]([CH3:16])[N:15]=2)[N:9]=[C:10]([CH3:12])[CH:11]=1)[CH2:4][CH3:5])[CH3:2].C1C(=O)N([Br:30])C(=O)C1.[O-]S([O-])=O.[Na+].[Na+]. Product: [Br:30][C:19]1[N:18]([CH3:22])[C:17]([C:13]2[N:8]3[N:9]=[C:10]([CH3:12])[CH:11]=[C:6]([CH:3]([CH2:4][CH3:5])[CH2:1][CH3:2])[C:7]3=[N:15][C:14]=2[CH3:16])=[CH:21][CH:20]=1. The catalyst class is: 1. (2) Reactant: [CH3:1][O:2][CH2:3][CH2:4][O:5][CH2:6][O:7][C:8]1[CH:13]=[CH:12][CH:11]=[CH:10][C:9]=1[N:14]1[CH2:19][CH2:18][N:17]([CH2:20][C:21]([NH:23][C:24]2[CH:29]=[CH:28][CH:27]=[CH:26][N:25]=2)=O)[CH2:16][CH2:15]1.[H-].[H-].[H-].[H-].[Li+].[Al+3]. Product: [CH3:1][O:2][CH2:3][CH2:4][O:5][CH2:6][O:7][C:8]1[CH:13]=[CH:12][CH:11]=[CH:10][C:9]=1[N:14]1[CH2:19][CH2:18][N:17]([CH2:20][CH2:21][NH:23][C:24]2[CH:29]=[CH:28][CH:27]=[CH:26][N:25]=2)[CH2:16][CH2:15]1. The catalyst class is: 1. (3) Reactant: [Cl:1][C:2]1[CH:3]=[CH:4][CH:5]=[C:6]2[C:11]=1[O:10][C:9](=[O:12])[C:8]([C:13]1[S:14][CH:15]=[CH:16][N:17]=1)=[CH:7]2.CC(O[K])=O.[Br:23]Br.O. Product: [Br:23][C:15]1[S:14][C:13]([C:8]2[C:9](=[O:12])[O:10][C:11]3[C:6]([CH:7]=2)=[CH:5][CH:4]=[CH:3][C:2]=3[Cl:1])=[N:17][CH:16]=1. The catalyst class is: 52.